From a dataset of Catalyst prediction with 721,799 reactions and 888 catalyst types from USPTO. Predict which catalyst facilitates the given reaction. Reactant: [OH-].[Na+].[O:3]=[C:4]([NH:10][C:11]1[CH:16]=[CH:15][CH:14]=[C:13]([C:17]([F:20])([F:19])[F:18])[CH:12]=1)[C:5]([O:7]CC)=[O:6]. Product: [O:3]=[C:4]([NH:10][C:11]1[CH:16]=[CH:15][CH:14]=[C:13]([C:17]([F:18])([F:19])[F:20])[CH:12]=1)[C:5]([OH:7])=[O:6]. The catalyst class is: 8.